From a dataset of Reaction yield outcomes from USPTO patents with 853,638 reactions. Predict the reaction yield, written as a fraction of the theoretical maximum amount of product (1.0 means a 100% yield; for example, 0.34 means a 34% yield). (1) The reactants are [CH3:1][Si:2]([CH3:7])([CH3:6])[C:3]#[C:4][CH3:5].[Li]CCCC.CCCCCC.Cl[CH2:20][CH:21]1[CH2:23][O:22]1. The catalyst is C1COCC1. The product is [CH3:1][Si:2]([CH3:7])([CH3:6])[C:3]#[C:4][CH2:5][CH2:20][CH:21]1[CH2:23][O:22]1. The yield is 1.00. (2) The reactants are [Cl:1][C:2]1[CH:10]=[C:9]([Br:11])[C:8]([F:12])=[CH:7][C:3]=1[C:4]([NH2:6])=O. The catalyst is O=P(Cl)(Cl)Cl. The product is [Cl:1][C:2]1[CH:10]=[C:9]([Br:11])[C:8]([F:12])=[CH:7][C:3]=1[C:4]#[N:6]. The yield is 0.930. (3) The reactants are [NH2:1][C:2]1[S:3][C:4]([C:8]([OH:10])=O)=[C:5]([CH3:7])[N:6]=1.C(N(CC)C(C)C)(C)C.Cl.CN(C)CCCN=C=NCC.O.ON1C2C=CC=CC=2N=N1.[CH2:43]([NH2:50])[C:44]1[CH:49]=[CH:48][CH:47]=[CH:46][CH:45]=1. The catalyst is CN(C)C=O.C(OCC)(=O)C. The product is [NH2:1][C:2]1[S:3][C:4]([C:8]([NH:50][CH2:43][C:44]2[CH:49]=[CH:48][CH:47]=[CH:46][CH:45]=2)=[O:10])=[C:5]([CH3:7])[N:6]=1. The yield is 0.600. (4) The reactants are [CH3:1][O:2][C:3]1([O:27][CH3:28])[CH2:8][CH2:7][N:6]([C:9]2[CH:14]=[CH:13][C:12]([N:15]3[CH2:19][C@@H:18]([CH2:20][N:21]=[N+]=[N-])[O:17][C:16]3=[O:24])=[CH:11][C:10]=2[F:25])[CH2:5][CH:4]1[F:26]. The yield is 0.760. The product is [CH3:28][O:27][C:3]1([O:2][CH3:1])[CH2:8][CH2:7][N:6]([C:9]2[CH:14]=[CH:13][C:12]([N:15]3[CH2:19][C@H:18]([CH2:20][NH2:21])[O:17][C:16]3=[O:24])=[CH:11][C:10]=2[F:25])[CH2:5][CH:4]1[F:26]. The catalyst is [Pd].C(OCC)(=O)C. (5) The reactants are [CH3:1][O:2][C:3](=[O:32])[C:4]1[CH:9]=[CH:8][C:7]([O:10][CH2:11][CH2:12][CH2:13]Br)=[CH:6][C:5]=1[NH:15][C:16](=[O:31])[C:17]1[CH:22]=[C:21]([C:23]([F:26])([F:25])[F:24])[CH:20]=[C:19]([C:27]([F:30])([F:29])[F:28])[CH:18]=1.[F:33][C:34]([F:45])([F:44])[C:35]1[CH:43]=[CH:42][C:38]([CH:39]=[N:40][OH:41])=[CH:37][CH:36]=1.C(=O)([O-])[O-].[Cs+].[Cs+]. The catalyst is CC(C)=O. The product is [CH3:1][O:2][C:3](=[O:32])[C:4]1[CH:9]=[CH:8][C:7]([O:10][CH2:11][CH2:12][CH2:13][O:41]/[N:40]=[CH:39]/[C:38]2[CH:37]=[CH:36][C:35]([C:34]([F:33])([F:45])[F:44])=[CH:43][CH:42]=2)=[CH:6][C:5]=1[NH:15][C:16](=[O:31])[C:17]1[CH:22]=[C:21]([C:23]([F:26])([F:25])[F:24])[CH:20]=[C:19]([C:27]([F:30])([F:29])[F:28])[CH:18]=1. The yield is 0.780. (6) The reactants are C([NH:9][C:10]([NH:12][C:13]1[CH:14]=[C:15]2[C:20](=[CH:21][CH:22]=1)[N:19]=[C:18]([NH:23][C@H:24]1[C:32]3[C:27](=[CH:28][CH:29]=[CH:30][CH:31]=3)[CH2:26][CH2:25]1)[CH:17]=[CH:16]2)=[S:11])(=O)C1C=CC=CC=1.[OH-].[Na+]. The catalyst is CO.O. The product is [C@H:24]1([NH:23][C:18]2[CH:17]=[CH:16][C:15]3[C:20](=[CH:21][CH:22]=[C:13]([NH:12][C:10]([NH2:9])=[S:11])[CH:14]=3)[N:19]=2)[C:32]2[C:27](=[CH:28][CH:29]=[CH:30][CH:31]=2)[CH2:26][CH2:25]1. The yield is 0.580. (7) The reactants are [Cl:1][C:2]1[CH:10]=[CH:9][C:5]([C:6]([OH:8])=O)=[C:4]([CH3:11])[CH:3]=1.[S:12](Cl)(Cl)=O.[C:16]([OH:25])(=O)[C:17]1[C:18](=[CH:20][CH:21]=[CH:22][CH:23]=1)S.N1C=CC=CC=1. The catalyst is C(Cl)(Cl)Cl.O.Cl.C(OC)(C)(C)C. The product is [Cl:1][C:2]1[CH:10]=[CH:9][C:5]([C:6]([C:23]2[CH:22]=[CH:21][CH:20]=[CH:18][C:17]=2[C:16]([OH:25])=[S:12])=[O:8])=[C:4]([CH3:11])[CH:3]=1. The yield is 0.720. (8) The reactants are [I:1][C:2]1[CH:3]=[C:4]([CH:9]=[CH:10][CH:11]=1)[C:5]([NH:7][NH2:8])=[O:6].[CH2:12](OC(OCC)(OCC)C)[CH3:13]. The catalyst is C(O)(=O)C. The product is [I:1][C:2]1[CH:3]=[C:4]([C:5]2[O:6][C:12]([CH3:13])=[N:8][N:7]=2)[CH:9]=[CH:10][CH:11]=1. The yield is 0.920. (9) The reactants are Br[C:2]1[C:19]([NH:20][C:21](=[O:27])[CH2:22][C:23]([CH3:26])([CH3:25])[CH3:24])=[C:18]([CH3:28])[C:5]2[CH:6]([C:9]3[CH:14]=[CH:13][C:12]([CH:15]([CH3:17])[CH3:16])=[CH:11][CH:10]=3)[CH2:7][O:8][C:4]=2[C:3]=1[CH3:29].[C:30]1(B(O)O)[CH:35]=[CH:34][CH:33]=[CH:32][CH:31]=1. The catalyst is CCCCCC.C(OCC)(=O)C. The product is [CH:15]([C:12]1[CH:11]=[CH:10][C:9]([CH:6]2[C:5]3[C:18]([CH3:28])=[C:19]([NH:20][C:21](=[O:27])[CH2:22][C:23]([CH3:25])([CH3:24])[CH3:26])[C:2]([C:30]4[CH:35]=[CH:34][CH:33]=[CH:32][CH:31]=4)=[C:3]([CH3:29])[C:4]=3[O:8][CH2:7]2)=[CH:14][CH:13]=1)([CH3:16])[CH3:17]. The yield is 0.420. (10) The reactants are COC1C=CC(C[N:8]2[C:12]3[N:13]([CH2:29][CH:30]4[CH2:34][CH2:33][CH2:32][O:31]4)[CH2:14][CH2:15][C:16]4[S:20][C:19]([NH:21][C:22]5[N:27]=[C:26]([CH3:28])[CH:25]=[CH:24][N:23]=5)=[N:18][C:17]=4[C:11]=3[CH:10]=[N:9]2)=CC=1. The catalyst is C(O)(C(F)(F)F)=O.S(O)(C(F)(F)F)(=O)=O. The product is [CH3:28][C:26]1[CH:25]=[CH:24][N:23]=[C:22]([NH:21][C:19]2[S:20][C:16]3[CH2:15][CH2:14][N:13]([CH2:29][CH:30]4[CH2:34][CH2:33][CH2:32][O:31]4)[C:12]4=[N:8][NH:9][CH:10]=[C:11]4[C:17]=3[N:18]=2)[N:27]=1. The yield is 0.190.